From a dataset of Full USPTO retrosynthesis dataset with 1.9M reactions from patents (1976-2016). Predict the reactants needed to synthesize the given product. (1) Given the product [C:1]([C:5]1[CH:10]=[CH:9][C:8]([C:11]#[C:12][Si:13]([CH3:15])([CH3:14])[CH3:16])=[CH:7][C:6]=1[O:17][C:18]1[CH:23]=[CH:22][C:21]([CH2:24][CH3:26])=[CH:20][CH:19]=1)([CH3:4])([CH3:3])[CH3:2], predict the reactants needed to synthesize it. The reactants are: [C:1]([C:5]1[CH:10]=[CH:9][C:8]([C:11]#[C:12][Si:13]([CH3:16])([CH3:15])[CH3:14])=[CH:7][C:6]=1[O:17][C:18]1[CH:23]=[CH:22][C:21]([CH3:24])=[CH:20][CH:19]=1)([CH3:4])([CH3:3])[CH3:2].Br[C:26]1C=CC(C(C)(C)C)=C(OC2C=CC(CC)=CC=2)C=1. (2) Given the product [CH2:26]([C:19]1[N:18]=[C:17]([CH2:28][CH2:29][CH3:30])[N:16]([CH2:15][C:12]2[CH:11]=[CH:10][C:9]([C:4]3[C:3]([C:1]#[N:2])=[CH:8][CH:7]=[CH:6][CH:5]=3)=[CH:14][CH:13]=2)[C:21](=[O:22])[C:20]=1[C:23]([N:31]1[CH2:36][CH2:35][O:34][CH2:33][CH2:32]1)=[O:24])[CH3:27], predict the reactants needed to synthesize it. The reactants are: [C:1]([C:3]1[CH:8]=[CH:7][CH:6]=[CH:5][C:4]=1[C:9]1[CH:14]=[CH:13][C:12]([CH2:15][N:16]2[C:21](=[O:22])[C:20]([C:23](O)=[O:24])=[C:19]([CH2:26][CH3:27])[N:18]=[C:17]2[CH2:28][CH2:29][CH3:30])=[CH:11][CH:10]=1)#[N:2].[NH:31]1[CH2:36][CH2:35][O:34][CH2:33][CH2:32]1.Cl.CN(C)CCCN=C=NCC.O.ON1C2C=CC=CC=2N=N1. (3) The reactants are: [CH2:1]([O:3][C:4]1[CH:5]=[C:6]([CH:25]=[CH:26][CH:27]=1)[C:7]([C:9]1[C:18]2[C:13](=[CH:14][C:15]([O:21][CH3:22])=[C:16]([O:19][CH3:20])[CH:17]=2)[C:12]([C:23]#[N:24])=[CH:11][N:10]=1)=[O:8])[CH3:2].[N-:28]=[N+:29]=[N-:30].[Na+].[Cl-].[NH4+]. Given the product [CH3:22][O:21][C:15]1[CH:14]=[C:13]2[C:18](=[CH:17][C:16]=1[O:19][CH3:20])[C:9]([C:7]([C:6]1[CH:25]=[CH:26][CH:27]=[C:4]([O:3][CH2:1][CH3:2])[CH:5]=1)=[O:8])=[N:10][CH:11]=[C:12]2[C:23]1[NH:30][N:29]=[N:28][N:24]=1, predict the reactants needed to synthesize it. (4) The reactants are: [C:1]1([C:7]2[N:12]=[C:11]([C:13]3[CH:18]=[CH:17][N:16]=[CH:15][CH:14]=3)[N:10]=[C:9]([OH:19])[CH:8]=2)[CH:6]=[CH:5][CH:4]=[CH:3][CH:2]=1.[F:20][C:21]1[CH:28]=[CH:27][C:24]([CH2:25]Br)=[CH:23][CH:22]=1. Given the product [F:20][C:21]1[CH:28]=[CH:27][C:24]([CH2:25][O:19][C:9]2[CH:8]=[C:7]([C:1]3[CH:2]=[CH:3][CH:4]=[CH:5][CH:6]=3)[N:12]=[C:11]([C:13]3[CH:18]=[CH:17][N:16]=[CH:15][CH:14]=3)[N:10]=2)=[CH:23][CH:22]=1, predict the reactants needed to synthesize it. (5) Given the product [ClH:16].[ClH:16].[CH2:1]([N:3]1[CH2:7][CH2:6][C@@H:5]([NH2:8])[CH2:4]1)[CH3:2], predict the reactants needed to synthesize it. The reactants are: [CH2:1]([N:3]1[CH2:7][CH2:6][C@@H:5]([NH:8]C(=O)OC(C)(C)C)[CH2:4]1)[CH3:2].[ClH:16]. (6) Given the product [N:13]1([C:11]([C:9]2[NH:8][C:7]3=[CH:2][N:3]=[CH:4][CH:5]=[C:6]3[CH:10]=2)=[O:12])[CH2:17][CH2:16][CH2:15][CH2:14]1, predict the reactants needed to synthesize it. The reactants are: Cl[C:2]1[N:3]=[CH:4][CH:5]=[C:6]2[CH:10]=[C:9]([C:11]([N:13]3[CH2:17][CH2:16][CH2:15][CH2:14]3)=[O:12])[NH:8][C:7]=12. (7) The reactants are: CS[C:3]1[CH:4]=[CH:5][C:6]([Br:9])=[N:7][CH:8]=1.Cl[C:11]1C=CC=C(C(OO)=O)C=1.[S:21]([O-:25])([O-])(=O)=[O:22].[Na+].[Na+]. Given the product [CH3:11][S:21]([C:3]1[CH:4]=[CH:5][C:6]([Br:9])=[N:7][CH:8]=1)(=[O:25])=[O:22], predict the reactants needed to synthesize it. (8) The reactants are: [OH-].[Na+].C([O:6][CH:7]1[C:15]2[N:11]([C:12]3[N:29]=[CH:28][N:27]=[C:26]([NH2:30])[C:13]=3[C:14]=2[C:16]2[CH:17]=[N:18][C:19]3[C:24]([CH:25]=2)=[CH:23][CH:22]=[CH:21][CH:20]=3)[CH2:10][C@@H:9]([NH:31][C:32]([O:34][C:35]([CH3:38])([CH3:37])[CH3:36])=[O:33])[CH2:8]1)(=O)C.O. Given the product [NH2:30][C:26]1[C:13]2[C:14]([C:16]3[CH:17]=[N:18][C:19]4[C:24]([CH:25]=3)=[CH:23][CH:22]=[CH:21][CH:20]=4)=[C:15]3[N:11]([C:12]=2[N:29]=[CH:28][N:27]=1)[CH2:10][C@@H:9]([NH:31][C:32](=[O:33])[O:34][C:35]([CH3:36])([CH3:37])[CH3:38])[CH2:8][CH:7]3[OH:6], predict the reactants needed to synthesize it. (9) Given the product [CH2:1]([NH:5][C:6]1[S:7][CH:8]=[CH:9][C:10]=1[C:11]([NH:19][C:15]([CH3:16])([C:17]#[CH:18])[CH3:14])=[O:13])[CH2:2][CH2:3][CH3:4], predict the reactants needed to synthesize it. The reactants are: [CH2:1]([NH:5][C:6]1[S:7][CH:8]=[CH:9][C:10]=1[C:11]([OH:13])=O)[CH2:2][CH2:3][CH3:4].[CH3:14][C:15]([NH2:19])([C:17]#[CH:18])[CH3:16].CCN=C=NCCCN(C)C.C1C=CC2N(O)N=NC=2C=1.CCN(C(C)C)C(C)C.